The task is: Predict the reaction yield, written as a fraction of the theoretical maximum amount of product (1.0 means a 100% yield; for example, 0.34 means a 34% yield).. This data is from Reaction yield outcomes from USPTO patents with 853,638 reactions. (1) The reactants are [CH3:1][S:2][C:3](=[C:6]([C:9]#[N:10])[C:7]#[N:8])[S:4][CH3:5].C([CH:13](S)[C:14]([O-])=[O:15])C.[CH3:18][OH:19]. No catalyst specified. The product is [NH2:8][C:7]1[C:6]([C:9]#[N:10])=[C:3]([S:4][CH3:5])[S:2][C:1]=1[C:18]([O:15][CH2:14][CH3:13])=[O:19]. The yield is 0.990. (2) The reactants are C([O:5][C:6](=[O:18])[CH2:7][NH:8][C:9](=[O:17])[C:10]1[CH:15]=[CH:14][C:13]([OH:16])=[CH:12][CH:11]=1)(C)(C)C.[CH:19]1[C:28]2[C:23](=[CH:24][CH:25]=[CH:26][CH:27]=2)[CH:22]=[CH:21][C:20]=1[CH2:29][CH2:30]O. No catalyst specified. The product is [CH:19]1[C:28]2[C:23](=[CH:24][CH:25]=[CH:26][CH:27]=2)[CH:22]=[CH:21][C:20]=1[CH2:29][CH2:30][O:16][C:13]1[CH:12]=[CH:11][C:10]([C:9]([NH:8][CH2:7][C:6]([OH:5])=[O:18])=[O:17])=[CH:15][CH:14]=1. The yield is 0.900. (3) The reactants are Br[C:2]1[N:7]=[CH:6][CH:5]=[CH:4][N:3]=1.[CH3:8][O:9][C:10]1[CH:15]=[C:14]([N+:16]([O-:18])=[O:17])[CH:13]=[CH:12][C:11]=1[OH:19].C([O-])([O-])=O.[Cs+].[Cs+]. The catalyst is CN(C=O)C. The product is [CH3:8][O:9][C:10]1[CH:15]=[C:14]([N+:16]([O-:18])=[O:17])[CH:13]=[CH:12][C:11]=1[O:19][C:2]1[N:7]=[CH:6][CH:5]=[CH:4][N:3]=1. The yield is 0.780. (4) The reactants are Br[C:2]1[N:6]2[N:7]=[C:8]([Cl:11])[CH:9]=[CH:10][C:5]2=[N:4][CH:3]=1.C([Mg]Br)C.[CH3:16][N:17]1[C:25]2[C:20](=[CH:21][C:22]([CH:26]=[O:27])=[CH:23][CH:24]=2)[CH:19]=[N:18]1. The catalyst is C1COCC1. The product is [Cl:11][C:8]1[CH:9]=[CH:10][C:5]2[N:6]([C:2]([CH:26]([C:22]3[CH:21]=[C:20]4[C:25](=[CH:24][CH:23]=3)[N:17]([CH3:16])[N:18]=[CH:19]4)[OH:27])=[CH:3][N:4]=2)[N:7]=1. The yield is 0.700. (5) The reactants are Br[C:2]1[CH:3]=[C:4]2[C:9](=[CH:10][CH:11]=1)[N:8]=[CH:7][CH:6]=[N:5]2.[Cl-].[Li+].[CH2:14](C([Sn])=C(CCCC)CCCC)[CH2:15]CC. The catalyst is C1(C)C=CC=CC=1.C1C=CC([P]([Pd]([P](C2C=CC=CC=2)(C2C=CC=CC=2)C2C=CC=CC=2)([P](C2C=CC=CC=2)(C2C=CC=CC=2)C2C=CC=CC=2)[P](C2C=CC=CC=2)(C2C=CC=CC=2)C2C=CC=CC=2)(C2C=CC=CC=2)C2C=CC=CC=2)=CC=1. The product is [CH:14]([C:2]1[CH:3]=[C:4]2[C:9](=[CH:10][CH:11]=1)[N:8]=[CH:7][CH:6]=[N:5]2)=[CH2:15]. The yield is 0.870. (6) The reactants are [N:1]1[C:6]2[CH2:7][NH:8][CH2:9][C:5]=2[C:4]([O:10][C:11]2[CH:12]=[C:13]3[C:17](=[CH:18][CH:19]=2)[N:16]([C:20]([NH:22][C:23]2[CH:28]=[CH:27][CH:26]=[C:25]([C:29]([F:32])([F:31])[F:30])[CH:24]=2)=[O:21])[CH:15]=[CH:14]3)=[N:3][CH:2]=1.Br[CH2:34][C:35]([O:37]C(C)(C)C)=[O:36].CN([CH:45]=[O:46])C. No catalyst specified. The product is [C:45]([OH:46])([C:29]([F:32])([F:31])[F:30])=[O:36].[F:32][C:29]([F:31])([F:30])[C:25]1[CH:24]=[C:23]([NH:22][C:20]([N:16]2[C:17]3[C:13](=[CH:12][C:11]([O:10][C:4]4[C:5]5[CH2:9][N:8]([CH2:34][C:35]([OH:37])=[O:36])[CH2:7][C:6]=5[N:1]=[CH:2][N:3]=4)=[CH:19][CH:18]=3)[CH:14]=[CH:15]2)=[O:21])[CH:28]=[CH:27][CH:26]=1. The yield is 0.00100.